Predict the reactants needed to synthesize the given product. From a dataset of Full USPTO retrosynthesis dataset with 1.9M reactions from patents (1976-2016). (1) Given the product [Br:26][CH2:25][C:18]1[CH:19]=[CH:14][N:20]=[C:21]2[N:22]([CH2:23][CH3:24])[CH:15]=[CH:16][C:17]=12, predict the reactants needed to synthesize it. The reactants are: [C:14]1(P([C:14]2[CH:19]=[CH:18][CH:17]=[CH:16][CH:15]=2)[C:14]2[CH:19]=[CH:18][CH:17]=[CH:16][CH:15]=2)[CH:19]=[CH:18][CH:17]=[CH:16][CH:15]=1.[NH:20]1[CH:24]=[CH:23][N:22]=[CH:21]1.[C:25](Br)(Br)(Br)[Br:26].C(=O)([O-])[O-].[Na+].[Na+]. (2) Given the product [Br:1][C:2]1[S:6][C:5]([CH2:7][NH:12][CH2:11][CH:10]([CH3:13])[CH3:9])=[CH:4][CH:3]=1, predict the reactants needed to synthesize it. The reactants are: [Br:1][C:2]1[S:6][C:5]([CH:7]=O)=[CH:4][CH:3]=1.[CH3:9][CH:10]([CH3:13])[CH2:11][NH2:12].[BH4-].[Na+]. (3) Given the product [Br:1][C:2]1[CH:10]=[C:6]([C:7]([NH:18][C:17]2[CH:19]=[CH:20][C:14]([O:13][CH2:11][CH3:12])=[CH:15][C:16]=2[N+:21]([O-:23])=[O:22])=[O:9])[CH:5]=[N:4][CH:3]=1, predict the reactants needed to synthesize it. The reactants are: [Br:1][C:2]1[CH:3]=[N:4][CH:5]=[C:6]([CH:10]=1)[C:7]([OH:9])=O.[CH2:11]([O:13][C:14]1[CH:20]=[CH:19][C:17]([NH2:18])=[C:16]([N+:21]([O-:23])=[O:22])[CH:15]=1)[CH3:12]. (4) Given the product [C:9]1([C@H:18]2[C@H:18]([C:15]3[CH:16]=[CH:17][S:13][CH:14]=3)[C:19](=[O:20])[NH:21][C:19]2=[O:20])[C:3]2=[C:4]3[C:5](=[CH:6][CH:7]=[CH:2]2)[CH2:16][CH2:15][CH2:14][N:12]3[CH:10]=1, predict the reactants needed to synthesize it. The reactants are: Cl[C:2]1[CH:7]=[C:6](F)[CH:5]=[CH:4][C:3]=1[CH2:9][C:10]([NH2:12])=O.[S:13]1[CH:17]=[CH:16][C:15]([CH2:18][C:19]([NH2:21])=[O:20])=[CH:14]1. (5) Given the product [C:28]([O:32][C:33](=[O:44])[NH:34][C:35]1[CH:40]=[C:39]([F:41])[C:38]([F:42])=[CH:37][C:36]=1[NH:43][C:11]([C:6]1[CH:7]=[N:8][CH:9]=[CH:10][C:5]=1[O:4][C:3]1[CH:23]=[C:24]([Cl:27])[CH:25]=[CH:26][C:2]=1[Cl:1])=[O:12])([CH3:31])([CH3:29])[CH3:30], predict the reactants needed to synthesize it. The reactants are: [Cl:1][C:2]1[CH:26]=[CH:25][C:24]([Cl:27])=[CH:23][C:3]=1[O:4][C:5]1[CH:10]=[CH:9][N:8]=[CH:7][C:6]=1[C:11](N1C2C(=CC=CC=2)CCC1)=[O:12].[C:28]([O:32][C:33](=[O:44])[NH:34][C:35]1[CH:40]=[C:39]([F:41])[C:38]([F:42])=[CH:37][C:36]=1[NH2:43])([CH3:31])([CH3:30])[CH3:29]. (6) Given the product [F:28][C:17]1[CH:16]=[C:15]([C:6]2[CH:7]=[CH:8][CH:9]=[CH:10][C:5]=2[O:4][CH:1]([CH3:3])[CH3:2])[CH:20]=[CH:19][C:18]=1[C:21]1[N:22]=[CH:23][C:24]([NH2:27])=[N:25][CH:26]=1, predict the reactants needed to synthesize it. The reactants are: [CH:1]([O:4][C:5]1[CH:10]=[CH:9][CH:8]=[CH:7][C:6]=1B(O)O)([CH3:3])[CH3:2].Br[C:15]1[CH:20]=[CH:19][C:18]([C:21]2[N:22]=[CH:23][C:24]([NH2:27])=[N:25][CH:26]=2)=[C:17]([F:28])[CH:16]=1.